Dataset: Forward reaction prediction with 1.9M reactions from USPTO patents (1976-2016). Task: Predict the product of the given reaction. (1) Given the reactants C1(O)C=CC=CC=1.[O:8]1[CH2:13][CH2:12][CH2:11][CH2:10][CH:9]1[C:14]1[CH:19]=[C:18]([CH3:20])[CH:17]=[CH:16][C:15]=1[OH:21].C(N(CC)[P:25](Cl)Cl)C.C(N(CC)CC)C, predict the reaction product. The product is: [O:8]1[CH2:13][CH2:12][CH2:11][CH2:10][CH:9]1[C:14]1[CH:19]=[C:18]([CH3:20])[CH:17]=[CH:16][C:15]=1[OH:21].[P:25]. (2) The product is: [CH2:10]([O:9][C:2](=[O:8])[C:3]([CH:19]1[CH2:18][CH2:17][C:16]2[CH:15]=[N:14][C:13]([Cl:12])=[CH:22][C:21]=2[C:20]1=[O:23])=[O:5])[CH3:11]. Given the reactants [Na].[C:2]([O:9][CH2:10][CH3:11])(=[O:8])[C:3]([O:5]CC)=O.[Cl:12][C:13]1[N:14]=[CH:15][C:16]2[CH2:17][CH2:18][CH2:19][C:20](=[O:23])[C:21]=2[CH:22]=1.Cl, predict the reaction product. (3) Given the reactants [C:1]([O:5][C:6](=[O:25])[N:7]([S:13]([C:16]1[CH:21]=[C:20]([Cl:22])[C:19](F)=[CH:18][C:17]=1[F:24])(=[O:15])=[O:14])[C:8]1[N:9]=[CH:10][S:11][CH:12]=1)([CH3:4])([CH3:3])[CH3:2].[N:26]1([C@@H:31]2[CH2:36][CH2:35][CH2:34][CH2:33][C@@H:32]2[OH:37])[CH:30]=[CH:29][N:28]=[CH:27]1.[H-].[Na+], predict the reaction product. The product is: [C:1]([O:5][C:6](=[O:25])[N:7]([S:13]([C:16]1[CH:21]=[C:20]([Cl:22])[C:19]([O:37][C@H:32]2[CH2:33][CH2:34][CH2:35][CH2:36][C@H:31]2[N:26]2[CH:30]=[CH:29][N:28]=[CH:27]2)=[CH:18][C:17]=1[F:24])(=[O:15])=[O:14])[C:8]1[N:9]=[CH:10][S:11][CH:12]=1)([CH3:4])([CH3:3])[CH3:2]. (4) The product is: [CH3:1][CH:2]1[CH:3]2[CH2:4][CH2:5][C:6]3[CH:7]=[N:8][C:9]([C:26]4[CH:27]=[CH:28][CH:29]=[CH:30][CH:31]=4)=[N:10][C:11]=3[C:12]2([C:20]2[CH:21]=[CH:22][CH:23]=[CH:24][CH:25]=2)[CH2:13][CH2:14][C:15]1=[O:16]. Given the reactants [CH3:1][CH:2]1[C:15]2(OCC[O:16]2)[CH2:14][CH2:13][C:12]2([C:20]3[CH:25]=[CH:24][CH:23]=[CH:22][CH:21]=3)[CH:3]1[CH2:4][CH2:5][C:6]1[CH:7]=[N:8][C:9]([C:26]3[CH:31]=[CH:30][CH:29]=[CH:28][CH:27]=3)=[N:10][C:11]=12.Cl, predict the reaction product. (5) Given the reactants I[CH3:2].[C:3]([O:7][C:8](=[O:23])[NH:9][C@H:10]([CH2:21][OH:22])[CH2:11][CH2:12][O:13][CH2:14][C:15]1[CH:20]=[CH:19][CH:18]=[CH:17][CH:16]=1)([CH3:6])([CH3:5])[CH3:4], predict the reaction product. The product is: [C:3]([O:7][C:8](=[O:23])[NH:9][C@H:10]([CH2:21][O:22][CH3:2])[CH2:11][CH2:12][O:13][CH2:14][C:15]1[CH:16]=[CH:17][CH:18]=[CH:19][CH:20]=1)([CH3:5])([CH3:4])[CH3:6]. (6) Given the reactants Br[C:2]1[C:11]2[C:6](=[C:7]([OH:13])[CH:8]=[C:9]([OH:12])[CH:10]=2)[C:5](=[O:14])[N:4]([C:15]2[CH:20]=[CH:19][C:18]([OH:21])=[CH:17][CH:16]=2)[CH:3]=1.C(=O)([O-])[O-].[K+].[K+].[CH3:28][O:29][C:30]1[CH:35]=[CH:34][C:33](B(O)O)=[CH:32][CH:31]=1, predict the reaction product. The product is: [OH:12][C:9]1[CH:10]=[C:11]2[C:6](=[C:7]([OH:13])[CH:8]=1)[C:5](=[O:14])[N:4]([C:15]1[CH:20]=[CH:19][C:18]([OH:21])=[CH:17][CH:16]=1)[CH:3]=[C:2]2[C:33]1[CH:34]=[CH:35][C:30]([O:29][CH3:28])=[CH:31][CH:32]=1. (7) Given the reactants Cl.[NH2:2][CH2:3][C:4]1[CH:13]=[CH:12][C:7]([C:8]([O:10][CH3:11])=[O:9])=[CH:6][N:5]=1.C(N(C(C)C)C(C)C)C.[C:23](Cl)(=[O:27])[CH:24]([CH3:26])[CH3:25], predict the reaction product. The product is: [C:23]([NH:2][CH2:3][C:4]1[CH:13]=[CH:12][C:7]([C:8]([O:10][CH3:11])=[O:9])=[CH:6][N:5]=1)(=[O:27])[CH:24]([CH3:26])[CH3:25].